From a dataset of Forward reaction prediction with 1.9M reactions from USPTO patents (1976-2016). Predict the product of the given reaction. (1) Given the reactants [F:1][C:2]1[C:7]([F:8])=[C:6]([O:9][C:10](=[O:14])[C:11]([CH3:13])=[CH2:12])[C:5]([F:15])=[C:4]([F:16])[C:3]=1[S:17]([O-:20])(=[O:19])=[O:18].[Na+].[Br-].[C:23]1([S+:29]([C:36]2[CH:41]=[CH:40][CH:39]=[CH:38][CH:37]=2)[C:30]2[CH:35]=[CH:34][CH:33]=[CH:32][CH:31]=2)[CH:28]=[CH:27][CH:26]=[CH:25][CH:24]=1, predict the reaction product. The product is: [F:1][C:2]1[C:7]([F:8])=[C:6]([O:9][C:10](=[O:14])[C:11]([CH3:13])=[CH2:12])[C:5]([F:15])=[C:4]([F:16])[C:3]=1[S:17]([O-:20])(=[O:19])=[O:18].[C:36]1([S+:29]([C:23]2[CH:24]=[CH:25][CH:26]=[CH:27][CH:28]=2)[C:30]2[CH:35]=[CH:34][CH:33]=[CH:32][CH:31]=2)[CH:37]=[CH:38][CH:39]=[CH:40][CH:41]=1. (2) Given the reactants [C:1]([OH:6])(=[O:5])[C:2]([CH3:4])=[CH2:3].[C:7]([O:12][CH2:13][CH:14]=[CH2:15])(=[O:11])[C:8]([CH3:10])=[CH2:9].[C:16]([O:21][CH2:22][C:23]1[CH:28]=[CH:27][CH:26]=[CH:25][CH:24]=1)(=[O:20])[C:17]([CH3:19])=[CH2:18].O, predict the reaction product. The product is: [C:1]([OH:6])(=[O:5])[C:2]([CH3:4])=[CH2:3].[C:7]([O:12][CH2:13][CH:14]=[CH2:15])(=[O:11])[C:8]([CH3:10])=[CH2:9].[C:16]([O:21][CH2:22][C:23]1[CH:24]=[CH:25][CH:26]=[CH:27][CH:28]=1)(=[O:20])[C:17]([CH3:19])=[CH2:18]. (3) Given the reactants [CH:1]1([C:8]2[CH:13]=[CH:12][CH:11]=[CH:10][C:9]=2[NH2:14])[CH2:7][CH2:6][CH2:5][CH2:4][CH2:3][CH2:2]1.Cl.Cl[CH2:17][CH2:18][NH:19][CH2:20][CH2:21]Cl, predict the reaction product. The product is: [CH:1]1([C:8]2[CH:13]=[CH:12][CH:11]=[CH:10][C:9]=2[N:14]2[CH2:21][CH2:20][NH:19][CH2:18][CH2:17]2)[CH2:2][CH2:3][CH2:4][CH2:5][CH2:6][CH2:7]1. (4) Given the reactants [CH3:1][O:2][C:3]([C:5]1[C:22]([NH:23][C:24]2[CH:29]=[CH:28][C:27]([Br:30])=[CH:26][C:25]=2[Cl:31])=[C:21]([F:32])[C:8]2[N:9]=[CH:10][N:11]([CH2:12][CH2:13][C:14]([O:16]C(C)(C)C)=[O:15])[C:7]=2[CH:6]=1)=[O:4].[C:33]([OH:39])([C:35]([F:38])([F:37])[F:36])=[O:34], predict the reaction product. The product is: [OH:39][C:33]([C:35]([F:38])([F:37])[F:36])=[O:34].[CH3:1][O:2][C:3]([C:5]1[C:22]([NH:23][C:24]2[CH:29]=[CH:28][C:27]([Br:30])=[CH:26][C:25]=2[Cl:31])=[C:21]([F:32])[C:8]2[N:9]=[CH:10][N:11]([CH2:12][CH2:13][C:14]([OH:16])=[O:15])[C:7]=2[CH:6]=1)=[O:4]. (5) The product is: [CH2:1]([O:13][CH2:14][C@@H:15]1[CH2:16][O:18]1)[CH2:2][CH2:3][CH2:4][CH2:5][CH2:6][CH2:7][CH2:8][CH2:9][CH2:10][CH2:11][CH3:12]. Given the reactants [CH2:1]([O:13][CH2:14][C@@H:15]([OH:18])[CH2:16]O)[CH2:2][CH2:3][CH2:4][CH2:5][CH2:6][CH2:7][CH2:8][CH2:9][CH2:10][CH2:11][CH3:12].C([O-])([O-])=O.[Na+].[Na+].[OH-].[Na+], predict the reaction product. (6) Given the reactants [O:1]1[CH2:6][CH2:5][CH:4]([CH:7]=[O:8])[CH2:3][CH2:2]1.[CH3:9][O:10][C:11]1[CH:12]=[C:13]([Mg]Cl)[CH:14]=[C:15]([O:17][CH3:18])[CH:16]=1.Cl, predict the reaction product. The product is: [CH3:9][O:10][C:11]1[CH:12]=[C:13]([CH:7]([CH:4]2[CH2:5][CH2:6][O:1][CH2:2][CH2:3]2)[OH:8])[CH:14]=[C:15]([O:17][CH3:18])[CH:16]=1.